This data is from Reaction yield outcomes from USPTO patents with 853,638 reactions. The task is: Predict the reaction yield, written as a fraction of the theoretical maximum amount of product (1.0 means a 100% yield; for example, 0.34 means a 34% yield). The reactants are Cl[C:2]1[C:7]([N+:8]([O-:10])=[O:9])=[CH:6][N:5]=[C:4]2[CH:11]=[CH:12][S:13][C:3]=12.[C:14]([O:18][C:19](=[O:29])[NH:20][CH2:21][C@H:22]1[CH2:27][CH2:26][C@H:25]([NH2:28])[CH2:24][CH2:23]1)([CH3:17])([CH3:16])[CH3:15].C(N(CC)CC)C. The catalyst is C(O)(C)C. The product is [C:14]([O:18][C:19](=[O:29])[NH:20][CH2:21][C@H:22]1[CH2:23][CH2:24][C@H:25]([NH:28][C:2]2[C:7]([N+:8]([O-:10])=[O:9])=[CH:6][N:5]=[C:4]3[CH:11]=[CH:12][S:13][C:3]=23)[CH2:26][CH2:27]1)([CH3:17])([CH3:15])[CH3:16]. The yield is 0.770.